Dataset: Full USPTO retrosynthesis dataset with 1.9M reactions from patents (1976-2016). Task: Predict the reactants needed to synthesize the given product. Given the product [CH2:33]([O:32][C:30]([CH:29]1[CH:27]2[CH2:28][C:22]3[CH:21]=[C:20]([O:19][CH2:2][C:3]4[CH:4]=[C:5]([B:10]5[O:14][C:13]([CH3:16])([CH3:15])[C:12]([CH3:18])([CH3:17])[O:11]5)[CH:6]=[CH:7][C:8]=4[F:9])[N:25]=[CH:24][C:23]=3[CH:26]12)=[O:31])[CH3:34], predict the reactants needed to synthesize it. The reactants are: Br[CH2:2][C:3]1[CH:4]=[C:5]([B:10]2[O:14][C:13]([CH3:16])([CH3:15])[C:12]([CH3:18])([CH3:17])[O:11]2)[CH:6]=[CH:7][C:8]=1[F:9].[OH:19][C:20]1[N:25]=[CH:24][C:23]2[CH:26]3[CH:29]([C:30]([O:32][CH2:33][CH3:34])=[O:31])[CH:27]3[CH2:28][C:22]=2[CH:21]=1.